This data is from Catalyst prediction with 721,799 reactions and 888 catalyst types from USPTO. The task is: Predict which catalyst facilitates the given reaction. (1) Reactant: [Cl:1][C:2]1[CH:3]=[C:4]([N:8]2[C:37](=[O:38])[CH2:36][C@@:10]3([CH2:14][N:13]([C:15](=[O:31])[C@@H:16]([NH:21][C:22](=[O:30])[CH2:23][CH:24]4[CH2:29][CH2:28][CH2:27][CH2:26][CH2:25]4)[C:17]([CH3:20])([CH3:19])[CH3:18])[C@H:12]([C:32]([O:34]C)=[O:33])[CH2:11]3)[CH2:9]2)[CH:5]=[CH:6][CH:7]=1. Product: [Cl:1][C:2]1[CH:3]=[C:4]([N:8]2[C:37](=[O:38])[CH2:36][C@@:10]3([CH2:14][N:13]([C:15](=[O:31])[C@@H:16]([NH:21][C:22](=[O:30])[CH2:23][CH:24]4[CH2:25][CH2:26][CH2:27][CH2:28][CH2:29]4)[C:17]([CH3:20])([CH3:18])[CH3:19])[C@H:12]([C:32]([OH:34])=[O:33])[CH2:11]3)[CH2:9]2)[CH:5]=[CH:6][CH:7]=1. The catalyst class is: 47. (2) Reactant: [C:1]1([C:7]2[C:13]3[CH:14]=[CH:15][CH:16]=[CH:17][C:12]=3[CH2:11][CH2:10][CH2:9][N:8]=2)[CH:6]=[CH:5][CH:4]=[CH:3][CH:2]=1.[CH3:18][O:19][C:20]1[CH:21]=[C:22]([CH:28]=[C:29]([O:31][CH3:32])[CH:30]=1)[O:23][CH2:24][C:25](O)=[O:26].C(N(CC)CC)C.O=C1N(P(Cl)(N2CCOC2=O)=O)CCO1. Product: [CH3:18][O:19][C:20]1[CH:21]=[C:22]([CH:28]=[C:29]([O:31][CH3:32])[CH:30]=1)[O:23][C@H:24]1[C@:7]2([C:1]3[CH:2]=[CH:3][CH:4]=[CH:5][CH:6]=3)[C:13]3[CH:14]=[CH:15][CH:16]=[CH:17][C:12]=3[CH2:11][CH2:10][CH2:9][N:8]2[C:25]1=[O:26]. The catalyst class is: 2.